From a dataset of Catalyst prediction with 721,799 reactions and 888 catalyst types from USPTO. Predict which catalyst facilitates the given reaction. (1) Reactant: [OH:1][C:2]1[CH:25]=[CH:24][C:5]2[C:6]([CH2:9][CH2:10][CH:11]3[CH2:16][CH2:15][N:14]([C:17]([O:19][C:20]([CH3:23])([CH3:22])[CH3:21])=[O:18])[CH2:13][CH2:12]3)=[N:7][O:8][C:4]=2[C:3]=1[CH2:26][OH:27].CS(O[CH2:33][C:34]1[S:38][C:37]([C:39]#[N:40])=[CH:36][CH:35]=1)(=O)=O.C(=O)([O-])[O-].[K+].[K+].O. Product: [C:39]([C:37]1[S:38][C:34]([CH2:33][O:1][C:2]2[CH:25]=[CH:24][C:5]3[C:6]([CH2:9][CH2:10][CH:11]4[CH2:16][CH2:15][N:14]([C:17]([O:19][C:20]([CH3:23])([CH3:22])[CH3:21])=[O:18])[CH2:13][CH2:12]4)=[N:7][O:8][C:4]=3[C:3]=2[CH2:26][OH:27])=[CH:35][CH:36]=1)#[N:40]. The catalyst class is: 9. (2) Reactant: [F:1][C:2]1[CH:3]=[C:4]2[C:10]([C:11]3[N:16]=[C:15]([NH2:17])[C:14](/[N:18]=N/C4C=CC=CC=4)=[C:13]([NH2:26])[N:12]=3)=[N:9][N:8]([CH2:27][C:28]3[CH:33]=[CH:32][CH:31]=[CH:30][C:29]=3[F:34])[C:5]2=[N:6][CH:7]=1.[H][H]. Product: [F:1][C:2]1[CH:3]=[C:4]2[C:10]([C:11]3[N:16]=[C:15]([NH2:17])[C:14]([NH2:18])=[C:13]([NH2:26])[N:12]=3)=[N:9][N:8]([CH2:27][C:28]3[CH:33]=[CH:32][CH:31]=[CH:30][C:29]=3[F:34])[C:5]2=[N:6][CH:7]=1. The catalyst class is: 394. (3) Product: [ClH:28].[NH:12]1[CH2:11][CH2:10][CH:9]([O:8][C:6]2[CH:5]=[CH:4][N:3]([C:22]3[CH:23]=[N:24][CH:25]=[CH:26][CH:27]=3)[C:2](=[O:1])[CH:7]=2)[CH2:14][CH2:13]1. The catalyst class is: 5. Reactant: [O:1]=[C:2]1[CH:7]=[C:6]([O:8][CH:9]2[CH2:14][CH2:13][N:12](C(OC(C)(C)C)=O)[CH2:11][CH2:10]2)[CH:5]=[CH:4][N:3]1[C:22]1[CH:23]=[N:24][CH:25]=[CH:26][CH:27]=1.[ClH:28]. (4) Reactant: Cl.[CH3:2][O:3][CH:4]1[CH2:7][NH:6][CH2:5]1.[O-:8][N+:9]1[C:14]2[CH:15]=[C:16]3[C:20](=[CH:21][C:13]=2[N:12]=[C:11]([CH2:22][CH2:23][CH:24]=O)[N:10]=1)[CH2:19][CH2:18][CH2:17]3.[BH3-]C#N.[Na+].CC(O)=O. Product: [CH3:2][O:3][CH:4]1[CH2:7][N:6]([CH2:24][CH2:23][CH2:22][C:11]2[N:10]=[N+:9]([O-:8])[C:14]3[CH:15]=[C:16]4[C:20]([CH2:19][CH2:18][CH2:17]4)=[CH:21][C:13]=3[N:12]=2)[CH2:5]1. The catalyst class is: 5. (5) Reactant: [C:1]([N:8]1[CH2:13][CH2:12][NH:11][CH2:10][CH2:9]1)([O:3][C:4]([CH3:7])([CH3:6])[CH3:5])=[O:2].C(N(C(C)C)CC)(C)C.[Br:23][C:24]1[CH:29]=[CH:28][C:27]([S:30](Cl)(=[O:32])=[O:31])=[CH:26][CH:25]=1. Product: [C:4]([O:3][C:1]([N:8]1[CH2:9][CH2:10][N:11]([S:30]([C:27]2[CH:28]=[CH:29][C:24]([Br:23])=[CH:25][CH:26]=2)(=[O:32])=[O:31])[CH2:12][CH2:13]1)=[O:2])([CH3:7])([CH3:6])[CH3:5]. The catalyst class is: 2. (6) Reactant: [C:1]([NH:4][C:5]1[CH:10]=[C:9](Cl)[N:8]=[C:7]([C:12]([O:14][CH3:15])=[O:13])[C:6]=1[Cl:16])(=[O:3])[CH3:2].[F:17][C:18]1[C:19](B2OC(C)(C)C(C)(C)O2)=[CH:20][CH:21]=[C:22]2[C:26]=1[NH:25][CH:24]=[CH:23]2.[F-].[Cs+].O1CCOCC1. Product: [C:1]([NH:4][C:5]1[CH:10]=[C:9]([C:19]2[C:18]([F:17])=[C:26]3[C:22]([CH:23]=[CH:24][NH:25]3)=[CH:21][CH:20]=2)[N:8]=[C:7]([C:12]([O:14][CH3:15])=[O:13])[C:6]=1[Cl:16])(=[O:3])[CH3:2]. The catalyst class is: 189. (7) Reactant: [O-]CC.[Na+].[Cl:5][C:6]1[CH:11]=[CH:10][C:9]([C:12]2[N:16]([CH2:17][C@H:18]([OH:23])[C:19]([F:22])([F:21])[F:20])[C:15](=[O:24])[N:14]([CH2:25][C:26]([NH:28][NH2:29])=O)[N:13]=2)=[CH:8][CH:7]=1.Cl.[OH:31][CH:32]([CH3:36])[C:33](=N)[NH2:34]. Product: [Cl:5][C:6]1[CH:11]=[CH:10][C:9]([C:12]2[N:16]([CH2:17][C@H:18]([OH:23])[C:19]([F:21])([F:20])[F:22])[C:15](=[O:24])[N:14]([CH2:25][C:26]3[N:34]=[C:33]([CH:32]([OH:31])[CH3:36])[NH:29][N:28]=3)[N:13]=2)=[CH:8][CH:7]=1. The catalyst class is: 3.